This data is from NCI-60 drug combinations with 297,098 pairs across 59 cell lines. The task is: Regression. Given two drug SMILES strings and cell line genomic features, predict the synergy score measuring deviation from expected non-interaction effect. (1) Drug 1: CN(C(=O)NC(C=O)C(C(C(CO)O)O)O)N=O. Synergy scores: CSS=3.51, Synergy_ZIP=4.83, Synergy_Bliss=1.01, Synergy_Loewe=0.271, Synergy_HSA=0.290. Cell line: MOLT-4. Drug 2: C1CN(P(=O)(OC1)NCCCl)CCCl. (2) Drug 1: CC1C(C(CC(O1)OC2CC(CC3=C2C(=C4C(=C3O)C(=O)C5=C(C4=O)C(=CC=C5)OC)O)(C(=O)C)O)N)O.Cl. Drug 2: C1CC(C1)(C(=O)O)C(=O)O.[NH2-].[NH2-].[Pt+2]. Cell line: SK-MEL-28. Synergy scores: CSS=17.7, Synergy_ZIP=-7.25, Synergy_Bliss=-4.24, Synergy_Loewe=-4.78, Synergy_HSA=-3.93. (3) Drug 1: CC1=C(C=C(C=C1)NC2=NC=CC(=N2)N(C)C3=CC4=NN(C(=C4C=C3)C)C)S(=O)(=O)N.Cl. Drug 2: C1=NNC2=C1C(=O)NC=N2. Cell line: HS 578T. Synergy scores: CSS=-7.00, Synergy_ZIP=2.07, Synergy_Bliss=-3.94, Synergy_Loewe=-7.21, Synergy_HSA=-7.97. (4) Drug 1: CC12CCC(CC1=CCC3C2CCC4(C3CC=C4C5=CN=CC=C5)C)O. Drug 2: C1=CC(=CC=C1CCCC(=O)O)N(CCCl)CCCl. Cell line: MCF7. Synergy scores: CSS=31.2, Synergy_ZIP=-3.17, Synergy_Bliss=-0.634, Synergy_Loewe=0.374, Synergy_HSA=1.07. (5) Drug 1: CC1=C2C(C(=O)C3(C(CC4C(C3C(C(C2(C)C)(CC1OC(=O)C(C(C5=CC=CC=C5)NC(=O)OC(C)(C)C)O)O)OC(=O)C6=CC=CC=C6)(CO4)OC(=O)C)OC)C)OC. Drug 2: CC12CCC3C(C1CCC2OP(=O)(O)O)CCC4=C3C=CC(=C4)OC(=O)N(CCCl)CCCl.[Na+]. Cell line: ACHN. Synergy scores: CSS=39.4, Synergy_ZIP=0.608, Synergy_Bliss=0.508, Synergy_Loewe=-15.9, Synergy_HSA=1.68.